This data is from Forward reaction prediction with 1.9M reactions from USPTO patents (1976-2016). The task is: Predict the product of the given reaction. (1) The product is: [Si:29]([O:36][C:37]1[CH:38]=[CH:39][C:40]([CH:43]2[CH2:48][CH2:47][C:46]([C:2]3[CH:7]=[CH:6][C:5]([O:8][CH2:9][O:10][CH3:11])=[CH:4][C:3]=3[O:12][CH2:13][O:14][CH3:15])([OH:49])[CH2:45][CH2:44]2)=[CH:41][CH:42]=1)([C:32]([CH3:35])([CH3:34])[CH3:33])([CH3:31])[CH3:30]. Given the reactants Br[C:2]1[CH:7]=[CH:6][C:5]([O:8][CH2:9][O:10][CH3:11])=[CH:4][C:3]=1[O:12][CH2:13][O:14][CH3:15].CN(C)CCN(C)C.C([Li])CCC.[Si:29]([O:36][C:37]1[CH:42]=[CH:41][C:40]([CH:43]2[CH2:48][CH2:47][C:46](=[O:49])[CH2:45][CH2:44]2)=[CH:39][CH:38]=1)([C:32]([CH3:35])([CH3:34])[CH3:33])([CH3:31])[CH3:30], predict the reaction product. (2) Given the reactants Br[C:2]1[C:3](=[O:15])[N:4]([CH3:14])[C:5]2[C:10]([C:11]=1[O:12][CH3:13])=[CH:9][CH:8]=[CH:7][CH:6]=2.C([Li])CCC.[B:21](OC)([O:24]C)[O:22]C, predict the reaction product. The product is: [CH3:13][O:12][C:11]1[C:10]2[C:5](=[CH:6][CH:7]=[CH:8][CH:9]=2)[N:4]([CH3:14])[C:3](=[O:15])[C:2]=1[B:21]([OH:24])[OH:22]. (3) Given the reactants [F:1][C:2]1[CH:3]=[C:4]([C:8]2[CH:9]=[C:10]([CH:14]=[C:15]([O:17][CH3:18])[CH:16]=2)[C:11]([OH:13])=O)[CH:5]=[CH:6][CH:7]=1.C(Cl)(=O)C(Cl)=O.[NH2:25][C:26]1[C:27]([F:34])=[C:28]([OH:33])[CH:29]=[CH:30][C:31]=1[F:32].O, predict the reaction product. The product is: [F:34][C:27]1[C:28]([OH:33])=[CH:29][CH:30]=[C:31]([F:32])[C:26]=1[NH:25][C:11](=[O:13])[C:10]1[CH:14]=[C:15]([O:17][CH3:18])[CH:16]=[C:8]([C:4]2[CH:5]=[CH:6][CH:7]=[C:2]([F:1])[CH:3]=2)[CH:9]=1. (4) Given the reactants C(OCC)C.CC([O:9][C:10](/N=N/C(OC(C)C)=O)=[O:11])C.[C:33]1(P(=O)([C:33]2[CH:38]=[CH:37][CH:36]=[CH:35][CH:34]=2)[C:33]2[CH:38]=[CH:37][CH:36]=[CH:35][CH:34]=2)[CH:38]=[CH:37][CH:36]=[CH:35][CH:34]=1.[OH-].[Na+], predict the reaction product. The product is: [C:10]([OH:11])(=[O:9])[C:33]1[CH:34]=[CH:35][CH:36]=[CH:37][CH:38]=1.